Dataset: Full USPTO retrosynthesis dataset with 1.9M reactions from patents (1976-2016). Task: Predict the reactants needed to synthesize the given product. Given the product [C:1]([O:5][C:6]([N:8]1[CH2:13][CH2:12][CH2:11][CH2:10][C@H:9]1[CH2:14][OH:15])=[O:7])([CH3:4])([CH3:3])[CH3:2], predict the reactants needed to synthesize it. The reactants are: [C:1]([O:5][C:6]([N:8]1[CH2:13][CH2:12][CH2:11][CH2:10][C@H:9]1[C:14](O)=[O:15])=[O:7])([CH3:4])([CH3:3])[CH3:2].B.O1CCCC1.O.